Dataset: Reaction yield outcomes from USPTO patents with 853,638 reactions. Task: Predict the reaction yield, written as a fraction of the theoretical maximum amount of product (1.0 means a 100% yield; for example, 0.34 means a 34% yield). (1) The reactants are [C:1]([C:4]1[CH:5]=[C:6]([C:21]([O:23]C)=[O:22])[CH:7]=[C:8]2[C:13]=1[O:12][C:11]([N:14]1[CH2:19][CH2:18][O:17][CH2:16][CH2:15]1)=[CH:10][C:9]2=[O:20])(=[O:3])[CH3:2].[BH4-].[Na+].[OH-].[Na+].Cl. The catalyst is CO.O. The product is [OH:3][CH:1]([C:4]1[CH:5]=[C:6]([C:21]([OH:23])=[O:22])[CH:7]=[C:8]2[C:13]=1[O:12][C:11]([N:14]1[CH2:19][CH2:18][O:17][CH2:16][CH2:15]1)=[CH:10][C:9]2=[O:20])[CH3:2]. The yield is 0.940. (2) The reactants are [CH3:13][C:12]([O:11][C:9](O[C:9]([O:11][C:12]([CH3:15])([CH3:14])[CH3:13])=[O:10])=[O:10])([CH3:15])[CH3:14].[N:16]1([CH2:22][C:23]([O:25][CH2:26][CH3:27])=[O:24])[CH2:21][CH2:20][NH:19][CH2:18][CH2:17]1. The catalyst is C(Cl)Cl. The product is [C:9]([N:19]1[CH2:18][CH2:17][N:16]([CH2:22][C:23]([O:25][CH2:26][CH3:27])=[O:24])[CH2:21][CH2:20]1)([O:11][C:12]([CH3:13])([CH3:14])[CH3:15])=[O:10]. The yield is 1.00. (3) The reactants are [CH:1]1[C:10]2[CH:9]=[CH:8][CH:7]=[C:6]([OH:11])[C:5]=2[CH:4]=[CH:3][N:2]=1. The catalyst is CC(O)=O.O=[Pt]=O. The product is [CH2:1]1[C:10]2[CH:9]=[CH:8][CH:7]=[C:6]([OH:11])[C:5]=2[CH2:4][CH2:3][NH:2]1. The yield is 0.800. (4) The reactants are [C:1]([O:5][C:6]([N:8]1[CH2:13][CH2:12][C:11](=[O:14])[CH2:10][CH2:9]1)=[O:7])([CH3:4])([CH3:3])[CH3:2].C(O[CH:20](N(C)C)[N:21]([CH3:23])[CH3:22])(C)(C)C. The catalyst is CN(C)C=O.O. The product is [C:1]([O:5][C:6]([N:8]1[CH2:9][CH2:10][C:11](=[O:14])[C:12](=[CH:20][N:21]([CH3:23])[CH3:22])[CH2:13]1)=[O:7])([CH3:4])([CH3:2])[CH3:3]. The yield is 0.720. (5) The reactants are [Cl:1][C:2]1[N:10]=[CH:9][C:8]([Cl:11])=[CH:7][C:3]=1[C:4]([OH:6])=[O:5].S(Cl)(Cl)=O.[CH3:16]O. The catalyst is CCOCC. The product is [Cl:1][C:2]1[N:10]=[CH:9][C:8]([Cl:11])=[CH:7][C:3]=1[C:4]([O:6][CH3:16])=[O:5]. The yield is 0.970. (6) The reactants are [NH:1]1[CH:5]=[C:4]([C:6]2[C:7]([C:11]3[CH:16]=[CH:15][CH:14]=[CH:13][CH:12]=3)=[N:8][O:9][CH:10]=2)[N:3]=[CH:2]1.[CH3:17][C:18]([C:20]1[CH:25]=[CH:24][C:23](F)=[CH:22][CH:21]=1)=[O:19].C(=O)([O-])[O-].[K+].[K+].Cl. The catalyst is CN(C=O)C. The product is [C:11]1([C:7]2[C:6]([C:4]3[N:3]=[CH:2][N:1]([C:23]4[CH:24]=[CH:25][C:20]([C:18](=[O:19])[CH3:17])=[CH:21][CH:22]=4)[CH:5]=3)=[CH:10][O:9][N:8]=2)[CH:16]=[CH:15][CH:14]=[CH:13][CH:12]=1. The yield is 0.220.